Dataset: NCI-60 drug combinations with 297,098 pairs across 59 cell lines. Task: Regression. Given two drug SMILES strings and cell line genomic features, predict the synergy score measuring deviation from expected non-interaction effect. (1) Drug 1: CN(CC1=CN=C2C(=N1)C(=NC(=N2)N)N)C3=CC=C(C=C3)C(=O)NC(CCC(=O)O)C(=O)O. Drug 2: CC(C)CN1C=NC2=C1C3=CC=CC=C3N=C2N. Cell line: NCI-H322M. Synergy scores: CSS=9.09, Synergy_ZIP=0.0485, Synergy_Bliss=0.246, Synergy_Loewe=-26.6, Synergy_HSA=-0.467. (2) Drug 1: C1=CC(=CC=C1CCCC(=O)O)N(CCCl)CCCl. Drug 2: CC1C(C(CC(O1)OC2CC(CC3=C2C(=C4C(=C3O)C(=O)C5=CC=CC=C5C4=O)O)(C(=O)C)O)N)O. Cell line: NCIH23. Synergy scores: CSS=45.7, Synergy_ZIP=-1.28, Synergy_Bliss=0.405, Synergy_Loewe=1.49, Synergy_HSA=2.27. (3) Drug 1: CCC1=CC2CC(C3=C(CN(C2)C1)C4=CC=CC=C4N3)(C5=C(C=C6C(=C5)C78CCN9C7C(C=CC9)(C(C(C8N6C)(C(=O)OC)O)OC(=O)C)CC)OC)C(=O)OC.C(C(C(=O)O)O)(C(=O)O)O. Synergy scores: CSS=55.7, Synergy_ZIP=0.246, Synergy_Bliss=2.87, Synergy_Loewe=-40.8, Synergy_HSA=2.12. Cell line: SK-MEL-2. Drug 2: CN1C2=C(C=C(C=C2)N(CCCl)CCCl)N=C1CCCC(=O)O.Cl. (4) Drug 1: CC1C(C(=O)NC(C(=O)N2CCCC2C(=O)N(CC(=O)N(C(C(=O)O1)C(C)C)C)C)C(C)C)NC(=O)C3=C4C(=C(C=C3)C)OC5=C(C(=O)C(=C(C5=N4)C(=O)NC6C(OC(=O)C(N(C(=O)CN(C(=O)C7CCCN7C(=O)C(NC6=O)C(C)C)C)C)C(C)C)C)N)C. Drug 2: COC1=NC(=NC2=C1N=CN2C3C(C(C(O3)CO)O)O)N. Cell line: OVCAR-4. Synergy scores: CSS=0.878, Synergy_ZIP=1.36, Synergy_Bliss=1.55, Synergy_Loewe=-2.77, Synergy_HSA=-2.99. (5) Drug 1: C1=NC2=C(N=C(N=C2N1C3C(C(C(O3)CO)O)F)Cl)N. Drug 2: CC1CCC2CC(C(=CC=CC=CC(CC(C(=O)C(C(C(=CC(C(=O)CC(OC(=O)C3CCCCN3C(=O)C(=O)C1(O2)O)C(C)CC4CCC(C(C4)OC)OCCO)C)C)O)OC)C)C)C)OC. Cell line: A498. Synergy scores: CSS=2.17, Synergy_ZIP=0.421, Synergy_Bliss=3.30, Synergy_Loewe=1.34, Synergy_HSA=1.51. (6) Drug 1: CC1C(C(CC(O1)OC2CC(CC3=C2C(=C4C(=C3O)C(=O)C5=C(C4=O)C(=CC=C5)OC)O)(C(=O)CO)O)N)O.Cl. Drug 2: CC1=C(C(=O)C2=C(C1=O)N3CC4C(C3(C2COC(=O)N)OC)N4)N. Cell line: UO-31. Synergy scores: CSS=-1.50, Synergy_ZIP=-1.05, Synergy_Bliss=1.06, Synergy_Loewe=-5.16, Synergy_HSA=-2.85. (7) Drug 1: CC1CCC2CC(C(=CC=CC=CC(CC(C(=O)C(C(C(=CC(C(=O)CC(OC(=O)C3CCCCN3C(=O)C(=O)C1(O2)O)C(C)CC4CCC(C(C4)OC)O)C)C)O)OC)C)C)C)OC. Drug 2: CC1=C(C(=O)C2=C(C1=O)N3CC4C(C3(C2COC(=O)N)OC)N4)N. Cell line: NCIH23. Synergy scores: CSS=37.2, Synergy_ZIP=-0.945, Synergy_Bliss=-0.874, Synergy_Loewe=-14.8, Synergy_HSA=-3.38. (8) Drug 1: C1CN1P(=S)(N2CC2)N3CC3. Drug 2: CCCCC(=O)OCC(=O)C1(CC(C2=C(C1)C(=C3C(=C2O)C(=O)C4=C(C3=O)C=CC=C4OC)O)OC5CC(C(C(O5)C)O)NC(=O)C(F)(F)F)O. Cell line: ACHN. Synergy scores: CSS=41.6, Synergy_ZIP=-2.13, Synergy_Bliss=-4.03, Synergy_Loewe=-12.0, Synergy_HSA=-1.73.